From a dataset of Catalyst prediction with 721,799 reactions and 888 catalyst types from USPTO. Predict which catalyst facilitates the given reaction. Reactant: [F:1][C:2]([F:52])([F:51])[C:3]1[CH:4]=[C:5]([C@H:13]2[O:17][C:16](=[O:18])[N:15]([CH2:19][C:20]3[C:25]([C:26]4[CH:27]=[C:28]([C:34]5[CH:43]=[CH:42][C:37]([C:38]([NH:40][NH2:41])=[O:39])=[CH:36][C:35]=5[CH3:44])[CH:29]=[N:30][C:31]=4[O:32][CH3:33])=[CH:24][N:23]=[C:22]([N:45]4[CH2:48][CH:47]([F:49])[CH2:46]4)[N:21]=3)[C@H:14]2[CH3:50])[CH:6]=[C:7]([C:9]([F:12])([F:11])[F:10])[CH:8]=1.C1N=CN([C:58](N2C=NC=C2)=[O:59])C=1. Product: [F:10][C:9]([F:12])([F:11])[C:7]1[CH:6]=[C:5]([C@H:13]2[O:17][C:16](=[O:18])[N:15]([CH2:19][C:20]3[C:25]([C:26]4[CH:27]=[C:28]([C:34]5[CH:43]=[CH:42][C:37]([C:38]6[O:39][C:58](=[O:59])[NH:41][N:40]=6)=[CH:36][C:35]=5[CH3:44])[CH:29]=[N:30][C:31]=4[O:32][CH3:33])=[CH:24][N:23]=[C:22]([N:45]4[CH2:48][CH:47]([F:49])[CH2:46]4)[N:21]=3)[C@H:14]2[CH3:50])[CH:4]=[C:3]([C:2]([F:1])([F:51])[F:52])[CH:8]=1. The catalyst class is: 1.